This data is from Full USPTO retrosynthesis dataset with 1.9M reactions from patents (1976-2016). The task is: Predict the reactants needed to synthesize the given product. (1) Given the product [Br:1][C:2]1[C:3]([NH:10][C:11]2[C:16]([Cl:17])=[CH:15][N:14]=[C:13]([C:18]3[CH:23]=[CH:22][CH:21]=[CH:20][C:19]=3[CH:24]([OH:27])[CH:25]=[CH2:26])[N:12]=2)=[N:4][N:5]([C:28](=[O:30])[CH3:29])[C:6]=1[CH:7]1[CH2:9][CH2:8]1, predict the reactants needed to synthesize it. The reactants are: [Br:1][C:2]1[C:3]([NH:10][C:11]2[C:16]([Cl:17])=[CH:15][N:14]=[C:13]([C:18]3[CH:23]=[CH:22][CH:21]=[CH:20][C:19]=3[CH:24]([OH:27])[CH:25]=[CH2:26])[N:12]=2)=[N:4][NH:5][C:6]=1[CH:7]1[CH2:9][CH2:8]1.[C:28](Cl)(=[O:30])[CH3:29]. (2) Given the product [Br:20][CH2:21][CH2:22][O:1][C:2]1[CH:11]=[CH:10][CH:9]=[C:8]2[C:3]=1[CH:4]=[CH:5][C:6]([C:12]#[N:13])=[N:7]2, predict the reactants needed to synthesize it. The reactants are: [OH:1][C:2]1[CH:11]=[CH:10][CH:9]=[C:8]2[C:3]=1[CH:4]=[CH:5][C:6]([C:12]#[N:13])=[N:7]2.C(=O)([O-])[O-].[K+].[K+].[Br:20][CH2:21][CH2:22]Br. (3) Given the product [CH3:8][C@@H:9]1[CH2:13][CH2:12][CH2:11][N:10]1[CH2:14][CH2:15][CH2:16][O:17][C:18]1[CH:19]=[CH:20][C:21]([C:24]2[S:25][C:26]3[CH2:27][N:28]([C:34]4[CH2:2][C:3](=[O:5])[CH:35]=4)[CH2:29][CH2:30][C:31]=3[N:32]=2)=[CH:22][CH:23]=1, predict the reactants needed to synthesize it. The reactants are: F[C:2](F)(F)[C:3]([OH:5])=O.[CH3:8][C@@H:9]1[CH2:13][CH2:12][CH2:11][N:10]1[CH2:14][CH2:15][CH2:16][O:17][C:18]1[CH:23]=[CH:22][C:21]([C:24]2[S:25][C:26]3[CH2:27][NH:28][CH2:29][CH2:30][C:31]=3[N:32]=2)=[CH:20][CH:19]=1.O1CCO[CH2:35][CH2:34]1. (4) Given the product [ClH:23].[CH2:17]([N:14]1[C:15](=[O:16])[C:10]2[CH2:9][NH:8][CH2:22][CH2:21][C:11]=2[NH:12][C:13]1=[O:20])[C:18]#[CH:19], predict the reactants needed to synthesize it. The reactants are: C(OC([N:8]1[CH2:22][CH2:21][C:11]2[NH:12][C:13](=[O:20])[N:14]([CH2:17][C:18]#[CH:19])[C:15](=[O:16])[C:10]=2[CH2:9]1)=O)(C)(C)C.[ClH:23]. (5) Given the product [CH2:1]([O:5][CH2:6][CH2:7][O:8][C:9]1[CH:14]=[CH:13][C:12]([C:15]2[CH:20]=[CH:19][C:18]([N:21]([CH2:23][CH2:24][O:25][CH3:26])[CH3:22])=[C:17](/[CH:27]=[CH:28]/[C:29]([NH:58][C:57]3[CH:56]=[CH:55][C:54]([S@:52]([CH2:51][C:50]4[N:46]([CH2:43][CH2:44][CH3:45])[CH:47]=[N:48][CH:49]=4)=[O:53])=[CH:60][CH:59]=3)=[O:30])[CH:16]=2)=[CH:11][CH:10]=1)[CH2:2][CH2:3][CH3:4], predict the reactants needed to synthesize it. The reactants are: [CH2:1]([O:5][CH2:6][CH2:7][O:8][C:9]1[CH:14]=[CH:13][C:12]([C:15]2[CH:20]=[CH:19][C:18]([N:21]([CH2:23][CH2:24][O:25][CH3:26])[CH3:22])=[C:17](/[CH:27]=[CH:28]/[C:29](O)=[O:30])[CH:16]=2)=[CH:11][CH:10]=1)[CH2:2][CH2:3][CH3:4].CN(C=O)C.C(Cl)(=O)C(Cl)=O.[CH2:43]([N:46]1[C:50]([CH2:51][S@@:52]([C:54]2[CH:60]=[CH:59][C:57]([NH2:58])=[CH:56][CH:55]=2)=[O:53])=[CH:49][N:48]=[CH:47]1)[CH2:44][CH3:45]. (6) Given the product [Br:1][C:2]1[CH:3]=[C:4]2[C:9](=[CH:10][CH:11]=1)[N:8]=[CH:7][N:6]=[C:5]2[C:28]1[CH:29]=[CH:30][C:14]([CH3:13])=[C:15]([CH:27]=1)[C:16]([N:18]1[CH2:19][CH2:20][N:21]([C:24](=[O:26])[CH3:25])[CH2:22][CH2:23]1)=[O:17], predict the reactants needed to synthesize it. The reactants are: [Br:1][C:2]1[CH:3]=[C:4]2[C:9](=[CH:10][CH:11]=1)[N:8]=[CH:7][N:6]=[C:5]2Cl.[CH3:13][C:14]1[CH:30]=[CH:29][C:28](B2OC(C)(C)C(C)(C)O2)=[CH:27][C:15]=1[C:16]([N:18]1[CH2:23][CH2:22][N:21]([C:24](=[O:26])[CH3:25])[CH2:20][CH2:19]1)=[O:17].[O-]P([O-])([O-])=O.[K+].[K+].[K+]. (7) Given the product [F:1][C:2]1[CH:3]=[CH:4][C:5](/[CH:8]=[CH:9]/[C:10]2[CH:15]=[CH:14][C:13]([S:16]([O-:18])=[O:17])=[CH:12][CH:11]=2)=[CH:6][CH:7]=1.[Na+:25], predict the reactants needed to synthesize it. The reactants are: [F:1][C:2]1[CH:7]=[CH:6][C:5](/[CH:8]=[CH:9]/[C:10]2[CH:15]=[CH:14][C:13]([S:16](CCC#N)(=[O:18])=[O:17])=[CH:12][CH:11]=2)=[CH:4][CH:3]=1.C[O-].[Na+:25]. (8) Given the product [C:23]([O:26][CH:27]([CH3:33])[CH2:28][CH2:29][CH2:30][CH2:31][Cl:32])(=[O:25])[CH3:24].[C:23]([O:26][C@H:27]([CH3:33])[CH2:28][CH2:29][CH2:30][CH2:31][N:14]1[C:15](=[O:17])[C:16]2[N:8]([CH2:1][C:2]3[CH:7]=[CH:6][CH:5]=[CH:4][CH:3]=3)[C:9]([CH3:20])=[N:10][C:11]=2[N:12]([CH3:19])[C:13]1=[O:18])(=[O:25])[CH3:24], predict the reactants needed to synthesize it. The reactants are: [CH2:1]([N:8]1[C:16]2[C:15](=[O:17])[NH:14][C:13](=[O:18])[N:12]([CH3:19])[C:11]=2[N:10]=[C:9]1[CH3:20])[C:2]1[CH:7]=[CH:6][CH:5]=[CH:4][CH:3]=1.[H-].[Na+].[C:23]([O:26][CH:27]([CH3:33])[CH2:28][CH2:29][CH2:30][CH2:31][Cl:32])(=[O:25])[CH3:24]. (9) Given the product [Br:1][C:2]1[CH:3]=[C:4]2[C:9](=[CH:10][CH:11]=1)[CH:8]=[C:7]([S:12][C:14]1[CH:19]=[CH:18][CH:17]=[CH:16][C:15]=1[C@@H:20]([OH:22])[CH3:21])[CH:6]=[CH:5]2, predict the reactants needed to synthesize it. The reactants are: [Br:1][C:2]1[CH:3]=[C:4]2[C:9](=[CH:10][CH:11]=1)[CH:8]=[C:7]([SH:12])[CH:6]=[CH:5]2.I[C:14]1[CH:19]=[CH:18][CH:17]=[CH:16][C:15]=1[C@@H:20]([OH:22])[CH3:21].C(=O)([O-])[O-].[K+].[K+].C(O)CO. (10) Given the product [CH:32]1[C:33]2[CH:34]([CH2:36][O:37][C:38](=[O:39])[NH:40][C@H:41]([C:42](=[O:43])[NH:1][C:2]3[CH:3]=[CH:4][C:5]([CH2:6][N:7]([CH:15]4[CH2:20][CH2:19][CH2:18][CH2:17][CH2:16]4)[C:8]([C:10]4[O:11][CH:12]=[CH:13][CH:14]=4)=[O:9])=[CH:21][CH:22]=3)[CH2:45][CH3:46])[C:35]3[C:27](=[CH:26][CH:25]=[CH:24][CH:23]=3)[C:28]=2[CH:29]=[CH:30][CH:31]=1, predict the reactants needed to synthesize it. The reactants are: [NH2:1][C:2]1[CH:22]=[CH:21][C:5]([CH2:6][N:7]([CH:15]2[CH2:20][CH2:19][CH2:18][CH2:17][CH2:16]2)[C:8]([C:10]2[O:11][CH:12]=[CH:13][CH:14]=2)=[O:9])=[CH:4][CH:3]=1.[CH:23]1[C:35]2[CH:34]([CH2:36][O:37][C:38]([NH:40][C@@H:41]([CH2:45][CH3:46])[C:42](O)=[O:43])=[O:39])[C:33]3[C:28](=[CH:29][CH:30]=[CH:31][CH:32]=3)[C:27]=2[CH:26]=[CH:25][CH:24]=1.C1C2C(COC(=O)N[C@H](C(=O)NC3C=CC(C)=CC=3)CCCCNC(OC(C)(C)C)=O)C3C(=CC=CC=3)C=2C=CC=1.